This data is from Forward reaction prediction with 1.9M reactions from USPTO patents (1976-2016). The task is: Predict the product of the given reaction. (1) Given the reactants [CH2:1]([O:8][C@H:9]1[CH2:13][N:12](C(OC(C)(C)C)=O)[C@H:11]([CH2:21][O:22][C:23]2[CH:32]=[CH:31][C:26]([C:27]([O:29][CH3:30])=[O:28])=[CH:25][C:24]=2[N+:33]([O-:35])=[O:34])[CH2:10]1)[C:2]1[CH:7]=[CH:6][CH:5]=[CH:4][CH:3]=1.C(O)(C(F)(F)F)=O, predict the reaction product. The product is: [CH2:1]([O:8][C@H:9]1[CH2:13][NH:12][C@H:11]([CH2:21][O:22][C:23]2[CH:32]=[CH:31][C:26]([C:27]([O:29][CH3:30])=[O:28])=[CH:25][C:24]=2[N+:33]([O-:35])=[O:34])[CH2:10]1)[C:2]1[CH:7]=[CH:6][CH:5]=[CH:4][CH:3]=1. (2) Given the reactants [CH2:1]([C:3](=[CH2:6])[CH:4]=[O:5])[CH3:2].[SH:7][C:8]1[CH:21]=[CH:20][CH:19]=[CH:18][C:9]=1[C:10]([C:12]1[CH:17]=[CH:16][CH:15]=[CH:14][CH:13]=1)=[O:11].C(N(CC)CC)C, predict the reaction product. The product is: [C:10]([C:9]1[CH:18]=[CH:19][CH:20]=[CH:21][C:8]=1[S:7][CH2:6][CH:3]([CH2:1][CH3:2])[CH:4]=[O:5])(=[O:11])[C:12]1[CH:17]=[CH:16][CH:15]=[CH:14][CH:13]=1. (3) The product is: [Cl:1][C:2]1[CH:3]=[CH:4][C:5]([CH2:8][C:9]([NH:63][C:62]2[C:56]3[CH2:55][O:54][C:53]([NH:52][C@H:43]4[C:51]5[C:46](=[CH:47][CH:48]=[CH:49][CH:50]=5)[CH2:45][CH2:44]4)=[N:58][C:57]=3[CH:59]=[CH:60][CH:61]=2)=[O:11])=[CH:6][CH:7]=1. Given the reactants [Cl:1][C:2]1[CH:7]=[CH:6][C:5]([CH2:8][C:9]([OH:11])=O)=[CH:4][CH:3]=1.C(N(CC)C(C)C)(C)C.F[B-](F)(F)F.N1(OC(N(C)C)=[N+](C)C)C2C=CC=CC=2N=N1.[C@H:43]1([NH:52][C:53]2[O:54][CH2:55][C:56]3[C:62]([NH2:63])=[CH:61][CH:60]=[CH:59][C:57]=3[N:58]=2)[C:51]2[C:46](=[CH:47][CH:48]=[CH:49][CH:50]=2)[CH2:45][CH2:44]1, predict the reaction product. (4) Given the reactants C(OC(=O)[NH:7][C@H:8]([CH2:25][OH:26])[CH2:9][C:10]1[CH:15]=[CH:14][C:13]([O:16][C:17]2[C:22](O)=[C:21](C)[CH:20]=[CH:19][N:18]=2)=[CH:12][CH:11]=1)(C)(C)C.[ClH:28].[O:29]1CCOC[CH2:30]1, predict the reaction product. The product is: [ClH:28].[ClH:28].[NH2:7][C@@H:8]([CH2:9][C:10]1[CH:11]=[CH:12][C:13]([O:16][C:17]2[C:22]([CH2:30][OH:29])=[CH:21][CH:20]=[CH:19][N:18]=2)=[CH:14][CH:15]=1)[CH2:25][OH:26]. (5) Given the reactants [F:1][C:2]1[CH:7]=[C:6]([F:8])[CH:5]=[CH:4][C:3]=1[N:9]1[CH:18]([C:19](OCC)=[O:20])[C:17]2[C:13]3=[C:14]([C:24](=[O:28])[N:25]([CH3:27])[CH:26]=[C:12]3[C:11]3[CH:29]=[C:30]([CH2:33][S:34]([CH3:37])(=[O:36])=[O:35])[CH:31]=[CH:32][C:10]1=3)[NH:15][CH:16]=2.[H-].[Al+3].[Li+].[H-].[H-].[H-], predict the reaction product. The product is: [F:1][C:2]1[CH:7]=[C:6]([F:8])[CH:5]=[CH:4][C:3]=1[N:9]1[CH:18]([CH2:19][OH:20])[C:17]2[C:13]3=[C:14]([C:24](=[O:28])[N:25]([CH3:27])[CH:26]=[C:12]3[C:11]3[CH:29]=[C:30]([CH2:33][S:34]([CH3:37])(=[O:35])=[O:36])[CH:31]=[CH:32][C:10]1=3)[NH:15][CH:16]=2. (6) Given the reactants Br[C:2]1[CH:7]=[CH:6][C:5]([C:8]2[O:12][N:11]=[C:10]([CH3:13])[C:9]=2[NH:14][C:15]([NH:17][C:18]([CH3:21])([CH3:20])[CH3:19])=[O:16])=[CH:4][CH:3]=1.[CH2:22]([O:24][C:25]([C:27]1([C:30]2[CH:35]=[CH:34][C:33](B3OC(C)(C)C(C)(C)O3)=[CH:32][CH:31]=2)[CH2:29][CH2:28]1)=[O:26])[CH3:23], predict the reaction product. The product is: [CH2:22]([O:24][C:25]([C:27]1([C:30]2[CH:35]=[CH:34][C:33]([C:2]3[CH:7]=[CH:6][C:5]([C:8]4[O:12][N:11]=[C:10]([CH3:13])[C:9]=4[NH:14][C:15]([NH:17][C:18]([CH3:21])([CH3:20])[CH3:19])=[O:16])=[CH:4][CH:3]=3)=[CH:32][CH:31]=2)[CH2:28][CH2:29]1)=[O:26])[CH3:23]. (7) Given the reactants [CH3:1][O:2][C:3](=[O:20])[C:4]1[CH:9]=[CH:8][C:7]([F:10])=[C:6]([CH2:11][O:12][C:13]2[CH:18]=[CH:17][C:16](I)=[CH:15][CH:14]=2)[CH:5]=1.[F:21][C:22]1[CH:27]=[C:26]([F:28])[CH:25]=[CH:24][C:23]=1B(O)O.C(=O)([O-])[O-].[K+].[K+], predict the reaction product. The product is: [CH3:1][O:2][C:3](=[O:20])[C:4]1[CH:9]=[CH:8][C:7]([F:10])=[C:6]([CH2:11][O:12][C:13]2[CH:18]=[CH:17][C:16]([C:25]3[CH:24]=[CH:23][C:22]([F:21])=[CH:27][C:26]=3[F:28])=[CH:15][CH:14]=2)[CH:5]=1. (8) Given the reactants [CH2:1]([NH:8][C:9]1[CH:18]=[C:17]2[C:12]([NH:13][C:14](=O)[C:15]3[N:16]2[CH:19]=[CH:20][N:21]=3)=[CH:11][C:10]=1[C:23]([F:26])([F:25])[F:24])[C:2]1[CH:7]=[CH:6][CH:5]=[CH:4][CH:3]=1.P(Cl)(Cl)([Cl:29])=O, predict the reaction product. The product is: [CH2:1]([NH:8][C:9]1[CH:18]=[C:17]2[C:12]([N:13]=[C:14]([Cl:29])[C:15]3[N:16]2[CH:19]=[CH:20][N:21]=3)=[CH:11][C:10]=1[C:23]([F:26])([F:25])[F:24])[C:2]1[CH:7]=[CH:6][CH:5]=[CH:4][CH:3]=1.